Dataset: Peptide-MHC class I binding affinity with 185,985 pairs from IEDB/IMGT. Task: Regression. Given a peptide amino acid sequence and an MHC pseudo amino acid sequence, predict their binding affinity value. This is MHC class I binding data. (1) The peptide sequence is FPRCRYVHK. The binding affinity (normalized) is 0.0847. The MHC is HLA-A24:03 with pseudo-sequence HLA-A24:03. (2) The peptide sequence is IMAFILGIII. The MHC is HLA-A68:02 with pseudo-sequence HLA-A68:02. The binding affinity (normalized) is 0.113. (3) The peptide sequence is IVDTVSALVY. The MHC is Patr-B0101 with pseudo-sequence Patr-B0101. The binding affinity (normalized) is 0. (4) The peptide sequence is NLTEEMAAL. The MHC is HLA-A23:01 with pseudo-sequence HLA-A23:01. The binding affinity (normalized) is 0.0847.